Dataset: NCI-60 drug combinations with 297,098 pairs across 59 cell lines. Task: Regression. Given two drug SMILES strings and cell line genomic features, predict the synergy score measuring deviation from expected non-interaction effect. (1) Drug 1: CC1=C2C(C(=O)C3(C(CC4C(C3C(C(C2(C)C)(CC1OC(=O)C(C(C5=CC=CC=C5)NC(=O)OC(C)(C)C)O)O)OC(=O)C6=CC=CC=C6)(CO4)OC(=O)C)OC)C)OC. Drug 2: CCCCCOC(=O)NC1=NC(=O)N(C=C1F)C2C(C(C(O2)C)O)O. Cell line: SF-295. Synergy scores: CSS=54.6, Synergy_ZIP=14.9, Synergy_Bliss=14.3, Synergy_Loewe=-27.6, Synergy_HSA=15.0. (2) Synergy scores: CSS=58.8, Synergy_ZIP=-9.86, Synergy_Bliss=-8.38, Synergy_Loewe=-7.12, Synergy_HSA=-5.14. Drug 2: CN(CCCl)CCCl.Cl. Cell line: K-562. Drug 1: CC1=C2C(C(=O)C3(C(CC4C(C3C(C(C2(C)C)(CC1OC(=O)C(C(C5=CC=CC=C5)NC(=O)OC(C)(C)C)O)O)OC(=O)C6=CC=CC=C6)(CO4)OC(=O)C)O)C)O. (3) Drug 1: C1=CC(=CC=C1CCC2=CNC3=C2C(=O)NC(=N3)N)C(=O)NC(CCC(=O)O)C(=O)O. Drug 2: C1=CN(C=N1)CC(O)(P(=O)(O)O)P(=O)(O)O. Cell line: NCI-H322M. Synergy scores: CSS=1.93, Synergy_ZIP=-4.83, Synergy_Bliss=-12.7, Synergy_Loewe=-10.8, Synergy_HSA=-9.77. (4) Drug 1: CCCS(=O)(=O)NC1=C(C(=C(C=C1)F)C(=O)C2=CNC3=C2C=C(C=N3)C4=CC=C(C=C4)Cl)F. Drug 2: C1C(C(OC1N2C=C(C(=O)NC2=O)F)CO)O. Cell line: DU-145. Synergy scores: CSS=43.6, Synergy_ZIP=4.88, Synergy_Bliss=4.36, Synergy_Loewe=-28.4, Synergy_HSA=2.26. (5) Drug 1: CC1=C2C(C(=O)C3(C(CC4C(C3C(C(C2(C)C)(CC1OC(=O)C(C(C5=CC=CC=C5)NC(=O)C6=CC=CC=C6)O)O)OC(=O)C7=CC=CC=C7)(CO4)OC(=O)C)O)C)OC(=O)C. Drug 2: CCN(CC)CCCC(C)NC1=C2C=C(C=CC2=NC3=C1C=CC(=C3)Cl)OC. Cell line: MOLT-4. Synergy scores: CSS=32.4, Synergy_ZIP=-5.48, Synergy_Bliss=-9.98, Synergy_Loewe=-13.6, Synergy_HSA=-9.46. (6) Drug 1: CC(C1=C(C=CC(=C1Cl)F)Cl)OC2=C(N=CC(=C2)C3=CN(N=C3)C4CCNCC4)N. Drug 2: COCCOC1=C(C=C2C(=C1)C(=NC=N2)NC3=CC=CC(=C3)C#C)OCCOC.Cl. Cell line: LOX IMVI. Synergy scores: CSS=11.9, Synergy_ZIP=-1.34, Synergy_Bliss=2.61, Synergy_Loewe=-0.0348, Synergy_HSA=4.13. (7) Drug 1: C1=NC2=C(N1)C(=S)N=CN2. Drug 2: CC1C(C(CC(O1)OC2CC(CC3=C2C(=C4C(=C3O)C(=O)C5=CC=CC=C5C4=O)O)(C(=O)C)O)N)O. Cell line: HS 578T. Synergy scores: CSS=53.9, Synergy_ZIP=-8.06, Synergy_Bliss=-5.99, Synergy_Loewe=-7.19, Synergy_HSA=-0.881. (8) Drug 1: CC1=C(C=C(C=C1)NC(=O)C2=CC=C(C=C2)CN3CCN(CC3)C)NC4=NC=CC(=N4)C5=CN=CC=C5. Drug 2: CCC1(CC2CC(C3=C(CCN(C2)C1)C4=CC=CC=C4N3)(C5=C(C=C6C(=C5)C78CCN9C7C(C=CC9)(C(C(C8N6C)(C(=O)OC)O)OC(=O)C)CC)OC)C(=O)OC)O.OS(=O)(=O)O. Cell line: UACC62. Synergy scores: CSS=7.16, Synergy_ZIP=0.853, Synergy_Bliss=7.23, Synergy_Loewe=4.76, Synergy_HSA=5.42. (9) Drug 1: CC1=C(C=C(C=C1)NC2=NC=CC(=N2)N(C)C3=CC4=NN(C(=C4C=C3)C)C)S(=O)(=O)N.Cl. Drug 2: C1C(C(OC1N2C=C(C(=O)NC2=O)F)CO)O. Cell line: NCI-H226. Synergy scores: CSS=4.84, Synergy_ZIP=-2.90, Synergy_Bliss=-4.84, Synergy_Loewe=-4.37, Synergy_HSA=-4.25.